Predict the product of the given reaction. From a dataset of Forward reaction prediction with 1.9M reactions from USPTO patents (1976-2016). (1) Given the reactants [CH:1]([N:4]1[C:13]2[C:8](=[C:9]([CH3:14])[CH:10]=[CH:11][CH:12]=2)[CH:7]=[C:6]([C:15]([NH:17][CH2:18][CH:19]2[CH2:24][CH2:23][N:22]([CH:25]([CH3:33])[C:26]([O:28]C(C)(C)C)=[O:27])[CH2:21][CH2:20]2)=[O:16])[C:5]1=[O:34])([CH3:3])[CH3:2].FC(F)(F)C(O)=O.[Cl:42]CCl, predict the reaction product. The product is: [ClH:42].[CH:1]([N:4]1[C:13]2[C:8](=[C:9]([CH3:14])[CH:10]=[CH:11][CH:12]=2)[CH:7]=[C:6]([C:15]([NH:17][CH2:18][CH:19]2[CH2:24][CH2:23][N:22]([CH:25]([CH3:33])[C:26]([OH:28])=[O:27])[CH2:21][CH2:20]2)=[O:16])[C:5]1=[O:34])([CH3:3])[CH3:2]. (2) Given the reactants [F:1][C:2]1[C:3]([NH2:17])=[N:4][C:5]([O:8][CH2:9][C:10]2[CH:15]=[CH:14][C:13]([F:16])=[CH:12][CH:11]=2)=[N:6][CH:7]=1.[H-].[Na+].[CH2:20]([Si:22](Cl)([CH2:25][CH3:26])[CH2:23][CH3:24])[CH3:21].CCOCC, predict the reaction product. The product is: [F:1][C:2]1[C:3]([NH:17][Si:22]([CH2:25][CH3:26])([CH2:23][CH3:24])[CH2:20][CH3:21])=[N:4][C:5]([O:8][CH2:9][C:10]2[CH:11]=[CH:12][C:13]([F:16])=[CH:14][CH:15]=2)=[N:6][CH:7]=1.